Predict the reactants needed to synthesize the given product. From a dataset of Full USPTO retrosynthesis dataset with 1.9M reactions from patents (1976-2016). (1) Given the product [CH3:13][C:14]([Si:17]([CH3:26])([CH3:25])[N:18]1[CH2:22][CH2:21][C:20]([CH3:1])([CH3:23])[C:19]1=[O:24])([CH3:15])[CH3:16], predict the reactants needed to synthesize it. The reactants are: [CH:1](NC(C)C)(C)C.C([Li])CCC.[CH3:13][C:14]([Si:17]([CH3:26])([CH3:25])[N:18]1[CH2:22][CH2:21][CH:20]([CH3:23])[C:19]1=[O:24])([CH3:16])[CH3:15].IC.[NH4+].[Cl-]. (2) Given the product [F:13][B-:14]([F:17])([F:16])[F:15].[N:5]1[C:6]2[C:11](=[CH:10][CH:9]=[CH:8][CH:7]=2)[CH:12]=[C:3]([CH2:2][N+:1]2[C:26]([C:36]3[CH:41]=[CH:40][CH:39]=[CH:38][CH:37]=3)=[CH:27][C:28]([C:30]3[CH:31]=[CH:32][CH:33]=[CH:34][CH:35]=3)=[CH:29][C:24]=2[C:18]2[CH:23]=[CH:22][CH:21]=[CH:20][CH:19]=2)[CH:4]=1, predict the reactants needed to synthesize it. The reactants are: [NH2:1][CH2:2][C:3]1[CH:4]=[N:5][C:6]2[C:11]([CH:12]=1)=[CH:10][CH:9]=[CH:8][CH:7]=2.[F:13][B-:14]([F:17])([F:16])[F:15].[C:18]1([C:24]2[CH:29]=[C:28]([C:30]3[CH:35]=[CH:34][CH:33]=[CH:32][CH:31]=3)[CH:27]=[C:26]([C:36]3[CH:41]=[CH:40][CH:39]=[CH:38][CH:37]=3)[O+]=2)[CH:23]=[CH:22][CH:21]=[CH:20][CH:19]=1. (3) Given the product [C:34]([N:9]1[CH2:8][CH2:7][C:6]([CH2:12][S:13]([C:16]2[CH:17]=[CH:18][C:19]([O:22][CH2:23][C:24]#[C:25][CH3:26])=[CH:20][CH:21]=2)(=[O:15])=[O:14])([C:4]([O:3][CH2:1][CH3:2])=[O:5])[CH2:11][CH2:10]1)(=[O:36])[CH3:35], predict the reactants needed to synthesize it. The reactants are: [CH2:1]([O:3][C:4]([C:6]1([CH2:12][S:13]([C:16]2[CH:21]=[CH:20][C:19]([O:22][CH2:23][C:24]#[C:25][CH3:26])=[CH:18][CH:17]=2)(=[O:15])=[O:14])[CH2:11][CH2:10][NH:9][CH2:8][CH2:7]1)=[O:5])[CH3:2].C(N(CC)CC)C.[C:34](Cl)(=[O:36])[CH3:35]. (4) Given the product [Br:18][C:19]1[C:20]([NH:1][C@H:2]2[CH2:7][CH2:6][CH2:5][C@H:4]([N:8]([CH3:16])[C:9](=[O:15])[O:10][C:11]([CH3:13])([CH3:14])[CH3:12])[C@H:3]2[OH:17])=[N:21][C:22]([Cl:25])=[N:23][CH:24]=1, predict the reactants needed to synthesize it. The reactants are: [NH2:1][C@H:2]1[CH2:7][CH2:6][CH2:5][C@H:4]([N:8]([CH3:16])[C:9](=[O:15])[O:10][C:11]([CH3:14])([CH3:13])[CH3:12])[C@H:3]1[OH:17].[Br:18][C:19]1[C:20](Cl)=[N:21][C:22]([Cl:25])=[N:23][CH:24]=1.CCN(C(C)C)C(C)C.